From a dataset of Cav3 T-type calcium channel HTS with 100,875 compounds. Binary Classification. Given a drug SMILES string, predict its activity (active/inactive) in a high-throughput screening assay against a specified biological target. The compound is Fc1ccc(NC(=O)C=2C(C3=C(NC2C)CCCC3=O)c2ccncc2)cc1. The result is 0 (inactive).